Dataset: Reaction yield outcomes from USPTO patents with 853,638 reactions. Task: Predict the reaction yield, written as a fraction of the theoretical maximum amount of product (1.0 means a 100% yield; for example, 0.34 means a 34% yield). The reactants are [N:1]1([C:8]([O:10][CH2:11][C:12]2[CH:17]=[CH:16][CH:15]=[CH:14][CH:13]=2)=[O:9])[CH2:7][CH2:6][CH2:5][NH:4][CH2:3][CH2:2]1.CCN(C(C)C)C(C)C.Br[CH2:28][CH2:29][C:30]([O:32][CH2:33][CH3:34])=[O:31].CN(C=[O:39])C. No catalyst specified. The product is [CH2:33]([O:32][C:30](=[O:31])[CH2:29][C:28]([N:4]1[CH2:5][CH2:6][CH2:7][N:1]([C:8]([O:10][CH2:11][C:12]2[CH:17]=[CH:16][CH:15]=[CH:14][CH:13]=2)=[O:9])[CH2:2][CH2:3]1)=[O:39])[CH3:34]. The yield is 0.700.